This data is from Reaction yield outcomes from USPTO patents with 853,638 reactions. The task is: Predict the reaction yield, written as a fraction of the theoretical maximum amount of product (1.0 means a 100% yield; for example, 0.34 means a 34% yield). (1) The reactants are I[C:2]1[CH:7]=[CH:6][C:5]([C:8]2([CH2:11][OH:12])[CH2:10][CH2:9]2)=[CH:4][CH:3]=1.[Si]([C:17]#[CH:18])(C)(C)C. No catalyst specified. The product is [C:17]([C:2]1[CH:7]=[CH:6][C:5]([C:8]2([CH2:11][OH:12])[CH2:10][CH2:9]2)=[CH:4][CH:3]=1)#[CH:18]. The yield is 0.960. (2) The yield is 0.630. The product is [CH:1]([C:4]1[C:13]2[O:12][CH2:11][CH2:10][O:9][C:8]=2[CH:7]=[CH:6][C:5]=1[OH:14])([CH3:3])[CH3:2]. The catalyst is C(Cl)Cl. The reactants are [CH:1]([C:4]1[C:13]2[O:12][CH2:11][CH2:10][O:9][C:8]=2[CH:7]=[CH:6][C:5]=1[O:14]C)([CH3:3])[CH3:2].B(Br)(Br)Br. (3) The reactants are Cl.[Br:2][C:3]1[CH:8]=[CH:7][C:6]([NH:9][NH2:10])=[C:5]([Cl:11])[CH:4]=1.[CH2:12]1[CH:19]2[NH:20][CH:14]([CH2:15][C:16]([CH2:18]2)=O)[CH2:13]1.Cl.Cl.C(=O)([O-])[O-].[K+].[K+].[C:29]([O:33][C:34](O[C:34]([O:33][C:29]([CH3:32])([CH3:31])[CH3:30])=[O:35])=[O:35])([CH3:32])([CH3:31])[CH3:30]. The catalyst is C(O)C. The product is [Br:2][C:3]1[CH:8]=[CH:7][C:6]([NH:9][N:10]=[C:16]2[CH2:18][CH:19]3[N:20]([C:34]([O:33][C:29]([CH3:32])([CH3:31])[CH3:30])=[O:35])[CH:14]([CH2:13][CH2:12]3)[CH2:15]2)=[C:5]([Cl:11])[CH:4]=1. The yield is 0.510. (4) The reactants are [C:1]1([O:7][P:8]([CH2:11][C:12]([CH3:35])=[CH:13][CH2:14][C:15]2[C:16]([O:28][CH2:29][CH2:30][Si:31]([CH3:34])([CH3:33])[CH3:32])=[C:17]3[C:21](=[C:22]([CH3:26])[C:23]=2[O:24][CH3:25])[CH2:20][O:19][C:18]3=[O:27])(=[O:10])[OH:9])[CH:6]=[CH:5][CH:4]=[CH:3][CH:2]=1.[C:36]([O:41][CH2:42][CH3:43])(=[O:40])[C@H:37]([CH3:39])O.C1CN([P+](ON2N=NC3C=CC=CC2=3)(N2CCCC2)N2CCCC2)CC1.F[P-](F)(F)(F)(F)F. The catalyst is N1C=CC=CC=1. The product is [CH2:42]([O:41][C:36](=[O:40])[CH:37]([O:10][P:8]([CH2:11][C:12]([CH3:35])=[CH:13][CH2:14][C:15]1[C:16]([O:28][CH2:29][CH2:30][Si:31]([CH3:34])([CH3:32])[CH3:33])=[C:17]2[C:21](=[C:22]([CH3:26])[C:23]=1[O:24][CH3:25])[CH2:20][O:19][C:18]2=[O:27])([O:7][C:1]1[CH:2]=[CH:3][CH:4]=[CH:5][CH:6]=1)=[O:9])[CH3:39])[CH3:43]. The yield is 0.830. (5) The reactants are [CH:1]1([NH:4][C:5]([N:7]2[C:13]([CH3:14])=[CH:12][C:11]3[CH:15]=[CH:16][C:17]([Cl:19])=[CH:18][C:10]=3[C:9]([C:20]3[CH:25]=[CH:24][C:23]([N+:26]([O-])=O)=[C:22]([CH3:29])[CH:21]=3)=[N:8]2)=[O:6])[CH2:3][CH2:2]1.O.NN. The catalyst is CO.ClCCl.[Ni]. The product is [CH:1]1([NH:4][C:5]([N:7]2[C:13]([CH3:14])=[CH:12][C:11]3[CH:15]=[CH:16][C:17]([Cl:19])=[CH:18][C:10]=3[C:9]([C:20]3[CH:25]=[CH:24][C:23]([NH2:26])=[C:22]([CH3:29])[CH:21]=3)=[N:8]2)=[O:6])[CH2:3][CH2:2]1. The yield is 0.900.